This data is from Catalyst prediction with 721,799 reactions and 888 catalyst types from USPTO. The task is: Predict which catalyst facilitates the given reaction. Reactant: [CH:1]1([CH2:6][C:7](Cl)=[O:8])[CH2:5][CH2:4][CH2:3][CH2:2]1.[CH3:10][C:11]1[C:17]([OH:18])=[CH:16][CH:15]=[CH:14][C:12]=1[OH:13].[Cl-].[Cl-].[Cl-].[Al+3]. Product: [CH:1]1([CH2:6][C:7]([C:16]2[CH:15]=[CH:14][C:12]([OH:13])=[C:11]([CH3:10])[C:17]=2[OH:18])=[O:8])[CH2:5][CH2:4][CH2:3][CH2:2]1. The catalyst class is: 4.